Task: Regression/Classification. Given an antibody's heavy chain and light chain sequences, predict its developability. TAP uses regression for 5 developability metrics; SAbDab uses binary classification.. Dataset: Antibody developability classification from SAbDab with 2,409 antibodies (1) The antibody is ['QVQLQESGPGLVKPSETLSLTCTVSGGSIDTYYWSWIRQTPGKGLEWIGCFYYSVDNHFNPSLESRVTISVDTSKNQFSLKMTSMTASDTAVYYCARNQPGGRAFDYWGPGTLVTVSS', 'EIVLTQSPATLSLSPGQRATLSCRASQSVSNYFAWYQQKPGQAPRLLIYDTSKRATGTPARFSGSGSGTDFTLTISSLEPEDFAVYYCQERNNWPLTWTFGLGTKVEIK']. Result: 0 (not developable). (2) The antibody is ['5vph', 'PROT_FD6A2E19']. Result: 0 (not developable). (3) The antibody is ['QVQLVQPGAEVVKPGASVKLSCKTSGYTFTSNWMHWVKQAPGQGLEWIGEIDPSDSYTNYNQNFQGKAKLTVDKSTSTAYMEVSSLRSDDTAVYYCARGSNPYYYAMDYWGQGTSVTVSS', 'EIVLTQSPAIMSASPGERVTMTCSASSGVNYMHWYQQKPGTSPRRWIYDTSKLASGVPARFSGSGSGTDYSLTISSMEPEDAATYYCHQRGSYTFGGGTKLEIK']. Result: 0 (not developable). (4) The antibody is ['EVHLVESGGGLVKPGGSLKLSCAASGFTFSGYYMYWVRQTPEKRLEWVASISDGGSFTYYPDSVKGRFTISRDNAKNNLYLQMSSLRSDDTAMYYCSRPDDYSYDGFAYWGQGTLVTVSA', 'DVLMTQSPLSLPVSLGDQASISCRSSQSIVHSNGNTYLEWYLQKPGQSPNLLIYKVSNRFSGVPDRFSGSGSGTDFTLKISRVEAEDLGVYYCFQGSHVPLTFGAGTKLELK']. Result: 0 (not developable). (5) The antibody is ['QVQLKESGPGILQPSQTLSLTCSFSGFSLSTYGMGVSWIRQPSGKGLEWLAHIFWDGDKRYNPSLKSRLKISKDTSNNQVFLKITSVDTADTATYYCVQEGYIYWGQGTSVTVSS', 'DIVLTQSPGSLAVSLGQRATISCRASESVDDDGNSFLHWYQQKPGQPPKLLIYRSSNLISGIPDRFSGSGSRTDFTLTINPVEADDVATYYCQQSNEDPLTFGAGTKLEIK']. Result: 1 (developable). (6) The antibody is ['EVQLVESGGGLVQPGGSLRLSCAASGFTFSDSWIHWVRQAPGKGLEWVAWISPYGGSTYYADSVKGRFTISADTSKNTAYLQMNSLRAEDTAVYYCARRHWPGGFDYWGQGTLVTVSA', 'DIQMTQSPSSLSASVGDRVTITCRASQDVSTAVAWYQQKPGKAPKLLIYSASFLYSGVPSRFSGSGSGTDFTLTISSLQPEDFATYYCQQYLYHPATFGQGTKVEIK']. Result: 0 (not developable).